This data is from Reaction yield outcomes from USPTO patents with 853,638 reactions. The task is: Predict the reaction yield, written as a fraction of the theoretical maximum amount of product (1.0 means a 100% yield; for example, 0.34 means a 34% yield). (1) The reactants are CN(C)C=O.[CH3:6][C:7]1[CH:8]=[CH:9][CH:10]=[C:11]2[C:16]=1[N:15]=[C:14]([N:17]1[C:22](=[O:23])[CH:21]=[CH:20][C:19]([C:24]([NH2:26])=O)=[CH:18]1)[CH:13]=[CH:12]2.C(N(CC)CC)C. The catalyst is C(#N)C.C(Cl)(=O)C(Cl)=O. The product is [CH3:6][C:7]1[CH:8]=[CH:9][CH:10]=[C:11]2[C:16]=1[N:15]=[C:14]([N:17]1[C:22](=[O:23])[CH:21]=[CH:20][C:19]([C:24]#[N:26])=[CH:18]1)[CH:13]=[CH:12]2. The yield is 0.250. (2) The reactants are [NH2:1][C:2]1[C:7]([C:8]([C:10]2[CH:11]=[N:12][C:13](F)=[CH:14][CH:15]=2)=[O:9])=[CH:6][C:5](Br)=[CH:4][N:3]=1.[CH2:18]([NH2:22])[CH:19]([CH3:21])[CH3:20].[CH3:23][O:24][C:25]1[CH:26]=[C:27](B(O)O)[CH:28]=[CH:29][C:30]=1[O:31][CH3:32].C(=O)([O-])[O-].[Na+].[Na+]. The catalyst is C(O)C.[Pd+2].O.C(#N)C.C(N(CC)CC)C. The product is [NH2:1][C:2]1[C:7]([C:8]([C:10]2[CH:11]=[N:12][C:13]([NH:22][CH2:18][CH:19]([CH3:21])[CH3:20])=[CH:14][CH:15]=2)=[O:9])=[CH:6][C:5]([C:28]2[CH:27]=[CH:26][C:25]([O:24][CH3:23])=[C:30]([O:31][CH3:32])[CH:29]=2)=[CH:4][N:3]=1. The yield is 0.710. (3) The reactants are [NH:1]1[C:9]2[C:4](=[CH:5][CH:6]=[CH:7][CH:8]=2)[CH2:3][C:2]1=[O:10].[CH2:11]([N:13]([CH2:28][CH3:29])[CH2:14][CH2:15][NH:16][C:17]([C:19]1[C:23]([CH3:24])=[C:22]([CH:25]=O)[NH:21][C:20]=1[CH3:27])=[O:18])[CH3:12]. The catalyst is N1CCCCC1.C(O)C. The product is [CH2:28]([N:13]([CH2:11][CH3:12])[CH2:14][CH2:15][NH:16][C:17]([C:19]1[C:23]([CH3:24])=[C:22]([CH:25]=[C:3]2[C:4]3[C:9](=[CH:8][CH:7]=[CH:6][CH:5]=3)[NH:1][C:2]2=[O:10])[NH:21][C:20]=1[CH3:27])=[O:18])[CH3:29]. The yield is 0.550. (4) The reactants are [OH:1][CH2:2][C:3]#[C:4][C:5]#[C:6][C:7]1[CH:15]=[CH:14][C:10]([C:11]([OH:13])=O)=[CH:9][CH:8]=1.CN(C(ON1N=NC2C=CC=NC1=2)=[N+](C)C)C.F[P-](F)(F)(F)(F)F.CCN(C(C)C)C(C)C.[NH2:49][C@@H:50]([C@H:55]([NH:57]C(OC(C)(C)C)=O)[CH3:56])[C:51]([O:53][CH3:54])=[O:52].C(O)(C(F)(F)F)=O. The catalyst is C1COCC1. The product is [NH2:57][C@H:55]([CH3:56])[C@H:50]([NH:49][C:11](=[O:13])[C:10]1[CH:9]=[CH:8][C:7]([C:6]#[C:5][C:4]#[C:3][CH2:2][OH:1])=[CH:15][CH:14]=1)[C:51]([O:53][CH3:54])=[O:52]. The yield is 0.704. (5) The reactants are [N:1]1[CH:6]=[CH:5][CH:4]=[CH:3][C:2]=1[CH2:7][C:8]([N:10]1[CH2:14][CH2:13][C:12]2([CH2:19][CH2:18][N:17](C(OC(C)(C)C)=O)[CH2:16][CH2:15]2)[CH2:11]1)=[O:9].FC(F)(F)C(O)=O. The catalyst is ClCCl. The product is [N:1]1[CH:6]=[CH:5][CH:4]=[CH:3][C:2]=1[CH2:7][C:8]([N:10]1[CH2:14][CH2:13][C:12]2([CH2:19][CH2:18][NH:17][CH2:16][CH2:15]2)[CH2:11]1)=[O:9]. The yield is 0.330. (6) The reactants are [Br:1][C:2]1[CH:7]=[C:6]([F:8])[C:5]([CH2:9]Br)=[CH:4][C:3]=1[Cl:11].C[N+]1([O-])CC[O:16]CC1. The product is [Br:1][C:2]1[C:3]([Cl:11])=[CH:4][C:5]([CH:9]=[O:16])=[C:6]([F:8])[CH:7]=1. The catalyst is CC#N. The yield is 0.660. (7) The reactants are [F:1][C:2]1[CH:3]=[C:4]([C:8](=O)/[CH:9]=[CH:10]/[C:11]2[CH:16]=[CH:15][CH:14]=[C:13]([F:17])[CH:12]=2)[CH:5]=[CH:6][CH:7]=1.[C:19]([CH2:21][C:22]([NH2:24])=[O:23])#[N:20].CC(C)([O-])C.[K+].O=O.Cl. The catalyst is CS(C)=O.O. The product is [F:1][C:2]1[CH:3]=[C:4]([C:8]2[CH:9]=[C:10]([C:11]3[CH:16]=[CH:15][CH:14]=[C:13]([F:17])[CH:12]=3)[NH:24][C:22](=[O:23])[C:21]=2[C:19]#[N:20])[CH:5]=[CH:6][CH:7]=1. The yield is 0.840. (8) The reactants are Cl[CH2:2][CH2:3][N:4]([CH3:6])[CH3:5].[CH2:7]([O:9][C:10](=[O:22])[C:11]([C:13]1[C:21]2[C:16](=[CH:17][CH:18]=[CH:19][CH:20]=2)[NH:15][CH:14]=1)=[O:12])[CH3:8].C([O-])([O-])=O.[Cs+].[Cs+]. No catalyst specified. The product is [CH2:7]([O:9][C:10](=[O:22])[C:11]([C:13]1[C:21]2[C:16](=[CH:17][CH:18]=[CH:19][CH:20]=2)[N:15]([CH2:2][CH2:3][N:4]([CH3:6])[CH3:5])[CH:14]=1)=[O:12])[CH3:8]. The yield is 0.620. (9) The reactants are CN(C(ON1N=NC2C=CC=NC1=2)=[N+](C)C)C.F[P-](F)(F)(F)(F)F.[O:25]=[C:26]1[N:34]2[C@@H:29]([CH2:30][CH2:31][C@@H:32]([C:35]([OH:37])=O)[CH2:33]2)[CH2:28][CH2:27]1.Cl.[Cl:39][C:40]1[C:41]([CH2:46][NH2:47])=[N:42][CH:43]=[CH:44][N:45]=1.CCN(C(C)C)C(C)C. The catalyst is C(Cl)Cl. The product is [Cl:39][C:40]1[C:41]([CH2:46][NH:47][C:35]([C@@H:32]2[CH2:31][CH2:30][C@@H:29]3[N:34]([C:26](=[O:25])[CH2:27][CH2:28]3)[CH2:33]2)=[O:37])=[N:42][CH:43]=[CH:44][N:45]=1. The yield is 0.910. (10) The reactants are [C:1](/[C:3](=[C:7](/[N:9]1[CH2:15][CH2:14][CH2:13][N:12]([C:16]2[CH:21]=[CH:20][C:19]([O:22][CH3:23])=[CH:18][CH:17]=2)[CH2:11][CH2:10]1)\[CH3:8])/[C:4](=[S:6])[NH2:5])#[N:2].CO[CH:26](OC)[N:27]([CH3:29])[CH3:28]. The catalyst is C(O)C. The product is [C:1](/[C:3](=[C:7](/[N:9]1[CH2:15][CH2:14][CH2:13][N:12]([C:16]2[CH:17]=[CH:18][C:19]([O:22][CH3:23])=[CH:20][CH:21]=2)[CH2:11][CH2:10]1)\[CH3:8])/[C:4](=[S:6])/[N:5]=[CH:26]/[N:27]([CH3:29])[CH3:28])#[N:2]. The yield is 0.810.